Dataset: Catalyst prediction with 721,799 reactions and 888 catalyst types from USPTO. Task: Predict which catalyst facilitates the given reaction. (1) Reactant: [NH:1]([C:15]([C:28]1[CH:33]=[CH:32][CH:31]=[CH:30][CH:29]=1)([C:22]1[CH:27]=[CH:26][CH:25]=[CH:24][CH:23]=1)[C:16]1[CH:21]=[CH:20][CH:19]=[CH:18][CH:17]=1)[C@H:2]([C:8]([O:10][C:11]([CH3:14])([CH3:13])[CH3:12])=[O:9])[CH2:3][CH2:4][C:5](=[O:7])[OH:6].C1CC[CH:37]([N:40]=C=NC2CCCCC2)[CH2:36]C1.[CH3:49][C:50]([OH:52])=O.[OH2:53]. Product: [NH:1]([C:15]([C:22]1[CH:27]=[CH:26][CH:25]=[CH:24][CH:23]=1)([C:16]1[CH:17]=[CH:18][CH:19]=[CH:20][CH:21]=1)[C:28]1[CH:29]=[CH:30][CH:31]=[CH:32][CH:33]=1)[C@H:2]([C:8]([O:10][C:11]([CH3:14])([CH3:13])[CH3:12])=[O:9])[CH2:3][CH2:4][C:5](=[O:6])[O:7][N:40]1[C:50](=[O:52])[CH2:49][CH2:36][C:37]1=[O:53]. The catalyst class is: 1. (2) Reactant: C(OC([N:8]1[C:12]2[CH:13]=[C:14]([C:17](=[O:31])[NH:18][CH:19]([C:28]([OH:30])=[O:29])[CH2:20][C:21]3[CH:26]=[CH:25][C:24]([Cl:27])=[CH:23][CH:22]=3)[CH:15]=[CH:16][C:11]=2[N:10]=[C:9]1[CH3:32])=O)(C)(C)C.Cl. Product: [Cl:27][C:24]1[CH:25]=[CH:26][C:21]([CH2:20][CH:19]([NH:18][C:17]([C:14]2[CH:15]=[CH:16][C:11]3[N:10]=[C:9]([CH3:32])[NH:8][C:12]=3[CH:13]=2)=[O:31])[C:28]([OH:30])=[O:29])=[CH:22][CH:23]=1. The catalyst class is: 12. (3) Reactant: [Br:1][C:2]1[N:7]=[CH:6][C:5]2[C:8](I)=[CH:9][N:10]([CH:11]([CH3:13])[CH3:12])[C:4]=2[CH:3]=1.[CH3:15][C:16]1[C:20](B(O)O)=[C:19]([CH3:24])[NH:18][N:17]=1.ClCCl.C(=O)([O-])[O-].[Na+].[Na+].O.C(#N)C. Product: [Br:1][C:2]1[N:7]=[CH:6][C:5]2[C:8]([C:20]3[C:16]([CH3:15])=[N:17][NH:18][C:19]=3[CH3:24])=[CH:9][N:10]([CH:11]([CH3:13])[CH3:12])[C:4]=2[CH:3]=1. The catalyst class is: 140. (4) Reactant: [NH2:1][C:2]([NH2:4])=[S:3].[Br:5][CH2:6][C:7](=O)[C:8]([O:10][CH2:11][CH3:12])=[O:9]. Product: [BrH:5].[CH2:11]([O:10][C:8]([C:7]1[N:1]=[C:2]([NH2:4])[S:3][CH:6]=1)=[O:9])[CH3:12]. The catalyst class is: 425. (5) Reactant: [Cl:1][C:2]1[C:3]2[C:10]([I:11])=[CH:9][N:8]([CH:12]3[CH2:15][CH:14]([CH:16]=O)[CH2:13]3)[C:4]=2[N:5]=[CH:6][N:7]=1.C(N(C(C)C)C(C)C)C.[C@H:27]12[CH2:33][C@H:30]([NH:31][CH2:32]1)[CH2:29][S:28]2.C(O[BH-](OC(=O)C)OC(=O)C)(=O)C.[Na+]. Product: [Cl:1][C:2]1[C:3]2[C:10]([I:11])=[CH:9][N:8]([CH:12]3[CH2:15][CH:14]([CH2:16][N:31]4[CH2:32][C@@H:27]5[CH2:33][C@H:30]4[CH2:29][S:28]5)[CH2:13]3)[C:4]=2[N:5]=[CH:6][N:7]=1. The catalyst class is: 26. (6) Reactant: C([O:3][C:4](=O)[CH2:5][C:6](=O)[C:7]([F:10])([F:9])[F:8])C.[CH3:13][S:14][C:15](=[NH:17])[NH2:16]. Product: [CH3:13][S:14][C:15]1[N:17]=[C:4]([OH:3])[CH:5]=[C:6]([C:7]([F:10])([F:9])[F:8])[N:16]=1. The catalyst class is: 4. (7) Reactant: [C:1]([O:5][C:6]([NH:8][C@H:9]1[CH2:14][C@@H:13]([C:15]([F:18])([F:17])[F:16])[CH2:12][N:11]([C:19]2[CH:24]=[CH:23][N:22]=[CH:21][C:20]=2[NH:25][C:26]([C:28]2[C:32]3=[N:33][CH:34]=[C:35]([CH:37]=[CH2:38])[CH:36]=[C:31]3[O:30][C:29]=2[NH:39][C:40](=[O:46])[O:41][C:42]([CH3:45])([CH3:44])[CH3:43])=[O:27])[CH2:10]1)=[O:7])([CH3:4])([CH3:3])[CH3:2]. Product: [C:42]([O:41][C:40]([NH:39][C:29]1[O:30][C:31]2[C:32](=[N:33][CH:34]=[C:35]([CH2:37][CH3:38])[CH:36]=2)[C:28]=1[C:26]([NH:25][C:20]1[CH:21]=[N:22][CH:23]=[CH:24][C:19]=1[N:11]1[CH2:12][C@H:13]([C:15]([F:17])([F:18])[F:16])[CH2:14][C@H:9]([NH:8][C:6](=[O:7])[O:5][C:1]([CH3:4])([CH3:3])[CH3:2])[CH2:10]1)=[O:27])=[O:46])([CH3:45])([CH3:43])[CH3:44]. The catalyst class is: 19. (8) Reactant: [I:1][CH2:2][C:3]1[CH:17]=[CH:16][C:6]([O:7][C:8]2[CH:9]=[C:10]([CH:13]=[CH:14][CH:15]=2)[C:11]#[N:12])=[CH:5][CH:4]=1.[OH:18][C:19]1[C:24]([C:25]([F:28])([F:27])[F:26])=[C:23]([OH:29])[CH:22]=[CH:21][C:20]=1[C:30](=[O:32])[CH3:31]. Product: [I:1][CH2:2][C:3]1[CH:17]=[CH:16][C:6]([O:7][C:8]2[CH:9]=[C:10]([CH:13]=[CH:14][CH:15]=2)[C:11]#[N:12])=[CH:5][CH:4]=1.[C:30]([C:20]1[CH:21]=[CH:22][C:23]([O:29][CH2:2][C:3]2[CH:17]=[CH:16][C:6]([O:7][C:8]3[CH:9]=[C:10]([CH:13]=[CH:14][CH:15]=3)[C:11]#[N:12])=[CH:5][CH:4]=2)=[C:24]([C:25]([F:27])([F:26])[F:28])[C:19]=1[OH:18])(=[O:32])[CH3:31]. The catalyst class is: 9. (9) Reactant: [Br-].[C:2]1([P+](C2C=CC=CC=2)(C2C=CC=CC=2)CCC)[CH:7]=CC=C[CH:3]=1.CC(C)([O-])C.[K+].[CH3:30][CH:31]1[CH2:36][CH:35]([CH:37]2[CH2:46][CH2:45][C:40]3([O:44][CH2:43][CH2:42][O:41]3)[CH2:39][CH2:38]2)[CH2:34][CH2:33][C:32]1=O. Product: [CH3:30][CH:31]1[CH2:36][CH:35]([CH:37]2[CH2:46][CH2:45][C:40]3([O:44][CH2:43][CH2:42][O:41]3)[CH2:39][CH2:38]2)[CH2:34][CH2:33]/[C:32]/1=[CH:3]/[CH2:2][CH3:7]. The catalyst class is: 1.